The task is: Predict the reactants needed to synthesize the given product.. This data is from Full USPTO retrosynthesis dataset with 1.9M reactions from patents (1976-2016). (1) Given the product [Cl:1][C:2]1[CH:3]=[CH:4][C:5]([C:8]2[O:9][C:10]([C:14]([N:36]([CH2:37][C:38]([O:40][CH3:41])=[O:39])[CH2:35][C:30]3[CH:31]=[CH:32][CH:33]=[CH:34][N:29]=3)=[O:16])=[C:11]([CH3:13])[N:12]=2)=[CH:6][CH:7]=1, predict the reactants needed to synthesize it. The reactants are: [Cl:1][C:2]1[CH:7]=[CH:6][C:5]([C:8]2[O:9][C:10]([C:14]([OH:16])=O)=[C:11]([CH3:13])[N:12]=2)=[CH:4][CH:3]=1.Cl.CN(C)CCCN=C=NCC.[N:29]1[CH:34]=[CH:33][CH:32]=[CH:31][C:30]=1[CH2:35][NH:36][CH2:37][C:38]([O:40][CH3:41])=[O:39].[Cl-].[NH4+]. (2) Given the product [CH2:16]([Si:15]([CH2:20][CH3:21])([CH2:18][CH3:19])[C:13]#[C:14][C:2]1[CH:7]=[CH:6][C:5]([O:8][CH2:9][O:10][CH3:11])=[CH:4][C:3]=1[CH3:12])[CH3:17], predict the reactants needed to synthesize it. The reactants are: Br[C:2]1[CH:7]=[CH:6][C:5]([O:8][CH2:9][O:10][CH3:11])=[CH:4][C:3]=1[CH3:12].[CH2:13]([Si:15]([CH2:20][CH3:21])([CH2:18][CH3:19])[C:16]#[CH:17])[CH3:14].C(N(CC)CC)C. (3) Given the product [C:1]([C:3]1[CH:4]=[C:5]([CH:9]=[C:10]([F:12])[CH:11]=1)[C:6]([NH:34][C:31]1[CH:30]=[CH:29][C:28]([N:21]2[C:22]([C:24]([F:26])([F:27])[F:25])=[CH:23][C:19]([C:15]3[CH:14]=[N:13][CH:18]=[CH:17][CH:16]=3)=[N:20]2)=[CH:33][N:32]=1)=[O:8])#[N:2], predict the reactants needed to synthesize it. The reactants are: [C:1]([C:3]1[CH:4]=[C:5]([CH:9]=[C:10]([F:12])[CH:11]=1)[C:6]([OH:8])=O)#[N:2].[N:13]1[CH:18]=[CH:17][CH:16]=[C:15]([C:19]2[CH:23]=[C:22]([C:24]([F:27])([F:26])[F:25])[N:21]([C:28]3[CH:29]=[CH:30][C:31]([NH2:34])=[N:32][CH:33]=3)[N:20]=2)[CH:14]=1. (4) Given the product [C:31]1([O:11][C:10]2[CH:5]=[CH:6][CH:7]=[CH:8][CH:9]=2)[CH:36]=[CH:35][CH:34]=[CH:33][CH:32]=1, predict the reactants needed to synthesize it. The reactants are: C([C:5]1[CH:6]=[C:7](C2OC=C(CCO)N=2)[CH:8]=[C:9](C(C)(C)C)[C:10]=1[OH:11])(C)(C)C.C(NCC[C:31]1[CH:36]=[CH:35][C:34](O)=[CH:33][CH:32]=1)(=O)CC.C1(P(C2C=CC=CC=2)C2C=CC=CC=2)C=CC=CC=1.CCOC(/N=N/C(OCC)=O)=O. (5) Given the product [O:6]1[CH2:5][CH2:4][CH2:3][CH:2]1[CH2:1][O:7][C:15]1[N:23]=[C:22]2[C:18]([N:19]=[CH:20][N:21]2[CH:24]2[CH2:29][CH2:28][CH2:27][CH2:26][O:25]2)=[C:17]([NH2:30])[N:16]=1, predict the reactants needed to synthesize it. The reactants are: [CH2:1]([OH:7])[CH:2]1[O:6][CH2:5][CH2:4][CH2:3]1.CC(C)([O-])C.[Na+].Cl[C:15]1[N:23]=[C:22]2[C:18]([N:19]=[CH:20][N:21]2[CH:24]2[CH2:29][CH2:28][CH2:27][CH2:26][O:25]2)=[C:17]([NH2:30])[N:16]=1. (6) Given the product [Cl:40][C:41]1[CH:46]=[CH:45][C:44]([C@@H:47]([N:49]2[C:15](=[O:17])[C@@H:10]3[CH2:11][O:12][CH2:13][CH2:14][N:9]3[C:3]3[N:4]=[C:5]([C:27]4[CH:26]=[CH:25][CH:24]=[C:23]5[C:22]=4[CH:29]=[CH:30][NH:19]5)[N:6]=[CH:7][C:2]2=3)[CH3:48])=[CH:43][CH:42]=1, predict the reactants needed to synthesize it. The reactants are: Br[C:2]1[C:3]([N:9]2[CH2:14][CH2:13][O:12][CH2:11][C@H:10]2[C:15]([OH:17])=O)=[N:4][C:5](Cl)=[N:6][CH:7]=1.O[N:19]1[C:23]2[CH:24]=[CH:25][CH:26]=[CH:27][C:22]=2N=N1.Cl.[CH2:29](N=C=NCCCN(C)C)[CH3:30].[Cl:40][C:41]1[CH:46]=[CH:45][C:44]([C@@H:47]([NH2:49])[CH3:48])=[CH:43][CH:42]=1. (7) Given the product [I:10][C:7]1[C:2]([NH2:1])=[CH:3][CH:4]=[C:5]([O:8][CH3:9])[N:6]=1, predict the reactants needed to synthesize it. The reactants are: [NH2:1][C:2]1[CH:3]=[CH:4][C:5]([O:8][CH3:9])=[N:6][CH:7]=1.[I:10]I.